From a dataset of Catalyst prediction with 721,799 reactions and 888 catalyst types from USPTO. Predict which catalyst facilitates the given reaction. Reactant: [CH3:1][O:2][CH:3]([O:7][CH3:8])[C:4](O)=[O:5].[Cl:9][C:10]1[CH:11]=[C:12]([CH:15]=[CH:16][CH:17]=1)[CH2:13][NH2:14].CN(C(ON1N=NC2C=CC=NC1=2)=[N+](C)C)C.F[P-](F)(F)(F)(F)F.CCN(CC)CC. Product: [Cl:9][C:10]1[CH:11]=[C:12]([CH:15]=[CH:16][CH:17]=1)[CH2:13][NH:14][C:4](=[O:5])[CH:3]([O:7][CH3:8])[O:2][CH3:1]. The catalyst class is: 303.